From a dataset of Forward reaction prediction with 1.9M reactions from USPTO patents (1976-2016). Predict the product of the given reaction. Given the reactants Cl[C:2]1[N:3]=[C:4]([N:23]2[CH2:28][CH2:27][O:26][CH2:25][CH2:24]2)[C:5]2[N:10]=[C:9]([CH2:11][N:12]3[CH2:17][CH2:16][N:15]([C:18](=[O:22])[CH:19]([OH:21])[CH3:20])[CH2:14][CH2:13]3)[S:8][C:6]=2[N:7]=1.[NH2:29][C:30]1[N:35]=[CH:34][C:33](B(O)O)=[CH:32][N:31]=1, predict the reaction product. The product is: [NH2:29][C:30]1[N:35]=[CH:34][C:33]([C:2]2[N:3]=[C:4]([N:23]3[CH2:28][CH2:27][O:26][CH2:25][CH2:24]3)[C:5]3[N:10]=[C:9]([CH2:11][N:12]4[CH2:17][CH2:16][N:15]([C:18](=[O:22])[C@@H:19]([OH:21])[CH3:20])[CH2:14][CH2:13]4)[S:8][C:6]=3[N:7]=2)=[CH:32][N:31]=1.